From a dataset of Full USPTO retrosynthesis dataset with 1.9M reactions from patents (1976-2016). Predict the reactants needed to synthesize the given product. (1) The reactants are: Br[C:2]1[CH:11]=[C:10]2[C:5]([CH2:6][NH:7][C:8](=[O:12])[NH:9]2)=[CH:4][CH:3]=1.NC1C=C([N:22]2[CH2:27][CH2:26][N:25]([C:28]([O:30][C:31]([CH3:34])([CH3:33])[CH3:32])=[O:29])[CH2:24][CH2:23]2)C=CC=1CN.C1N=CN(C(N2C=NC=C2)=O)C=1. Given the product [O:12]=[C:8]1[NH:7][CH2:6][C:5]2[C:10](=[CH:11][C:2]([N:22]3[CH2:23][CH2:24][N:25]([C:28]([O:30][C:31]([CH3:34])([CH3:33])[CH3:32])=[O:29])[CH2:26][CH2:27]3)=[CH:3][CH:4]=2)[NH:9]1, predict the reactants needed to synthesize it. (2) Given the product [CH:7]1([O:13][C:14]2[CH:23]=[CH:22][C:17]([C:18]([OH:20])=[O:19])=[C:16]([NH:24][C:25]3[CH:26]=[CH:27][C:28]([F:31])=[CH:29][CH:30]=3)[CH:15]=2)[CH2:8][CH2:9][CH2:10][CH2:11][CH2:12]1, predict the reactants needed to synthesize it. The reactants are: [OH-].[Na+].CC(O)C.[CH:7]1([O:13][C:14]2[CH:23]=[CH:22][C:17]([C:18]([O:20]C)=[O:19])=[C:16]([NH:24][C:25]3[CH:30]=[CH:29][C:28]([F:31])=[CH:27][CH:26]=3)[CH:15]=2)[CH2:12][CH2:11][CH2:10][CH2:9][CH2:8]1.Cl.